Dataset: Catalyst prediction with 721,799 reactions and 888 catalyst types from USPTO. Task: Predict which catalyst facilitates the given reaction. (1) Reactant: [NH2:1][C:2]1[CH:23]=[CH:22][C:5]([O:6][C:7]2[CH:8]=[CH:9][C:10]3[N:11]([CH:13]=[C:14]([NH:16][C:17]([CH:19]4[CH2:21][CH2:20]4)=[O:18])[N:15]=3)[CH:12]=2)=[C:4]([F:24])[CH:3]=1.[F:25][C:26]1[CH:31]=[CH:30][C:29]([C:32]2[C:33]([CH3:42])=[CH:34][CH:35]=[C:36]([C:39](O)=[O:40])[N+:37]=2[O-:38])=[CH:28][CH:27]=1.CN(C(ON1N=NC2C=CC=NC1=2)=[N+](C)C)C.F[P-](F)(F)(F)(F)F.C(N(CC)C(C)C)(C)C.C(=O)([O-])O.[Na+]. Product: [CH:19]1([C:17]([NH:16][C:14]2[N:15]=[C:10]3[CH:9]=[CH:8][C:7]([O:6][C:5]4[CH:22]=[CH:23][C:2]([NH:1][C:39]([C:36]5[N+:37]([O-:38])=[C:32]([C:29]6[CH:30]=[CH:31][C:26]([F:25])=[CH:27][CH:28]=6)[C:33]([CH3:42])=[CH:34][CH:35]=5)=[O:40])=[CH:3][C:4]=4[F:24])=[CH:12][N:11]3[CH:13]=2)=[O:18])[CH2:21][CH2:20]1. The catalyst class is: 42. (2) Reactant: [CH3:1][O:2][C:3]1[CH:8]=[CH:7][C:6]([C:9]2[C:10]3[CH:11]=[N:12][NH:13][C:14]=3[CH2:15][CH2:16][CH:17]=2)=[CH:5][CH:4]=1.C1COCC1. Product: [CH3:1][O:2][C:3]1[CH:4]=[CH:5][C:6]([CH:9]2[CH2:17][CH2:16][CH2:15][C:14]3[NH:13][N:12]=[CH:11][C:10]2=3)=[CH:7][CH:8]=1. The catalyst class is: 50. (3) The catalyst class is: 32. Product: [N+:8]([C:7]1[C:2]([NH:32][C@H:29]2[CH2:28][CH2:27][C@@H:26]([N:21]3[CH:25]=[N:24][CH:23]=[N:22]3)[CH2:31][CH2:30]2)=[C:3]2[S:13][CH:12]=[CH:11][C:4]2=[N:5][CH:6]=1)([O-:10])=[O:9]. Reactant: Cl[C:2]1[C:7]([N+:8]([O-:10])=[O:9])=[CH:6][N:5]=[C:4]2[CH:11]=[CH:12][S:13][C:3]=12.OC(C(F)(F)F)=O.[N:21]1([C@@H:26]2[CH2:31][CH2:30][C@H:29]([NH2:32])[CH2:28][CH2:27]2)[CH:25]=[N:24][CH:23]=[N:22]1.C(N(CC)C(C)C)(C)C.